This data is from Catalyst prediction with 721,799 reactions and 888 catalyst types from USPTO. The task is: Predict which catalyst facilitates the given reaction. Reactant: [N+:1]([C:4]1[CH:23]=[CH:22][C:7]([CH2:8][N:9]2[CH2:14][CH2:13][N:12]([C:15]([O:17][C:18]([CH3:21])([CH3:20])[CH3:19])=[O:16])[CH2:11][CH2:10]2)=[CH:6][CH:5]=1)([O-])=O. Product: [NH2:1][C:4]1[CH:5]=[CH:6][C:7]([CH2:8][N:9]2[CH2:14][CH2:13][N:12]([C:15]([O:17][C:18]([CH3:19])([CH3:21])[CH3:20])=[O:16])[CH2:11][CH2:10]2)=[CH:22][CH:23]=1. The catalyst class is: 153.